This data is from Full USPTO retrosynthesis dataset with 1.9M reactions from patents (1976-2016). The task is: Predict the reactants needed to synthesize the given product. (1) Given the product [CH3:23][S:20]([O:12][CH2:11][C:8]1[S:7][C:6]([CH2:5][O:4][CH3:3])=[N:10][CH:9]=1)(=[O:22])=[O:21], predict the reactants needed to synthesize it. The reactants are: N#N.[CH3:3][O:4][CH2:5][C:6]1[S:7][C:8]([CH2:11][OH:12])=[CH:9][N:10]=1.CCN(CC)CC.[S:20](Cl)([CH3:23])(=[O:22])=[O:21]. (2) Given the product [C:2]([N:5]1[C:9]2[CH:10]=[CH:11][CH:12]=[CH:13][C:8]=2[N:7]=[CH:6]1)#[CH:3], predict the reactants needed to synthesize it. The reactants are: Cl[C:2]([N:5]1[C:9]2[CH:10]=[CH:11][CH:12]=[CH:13][C:8]=2[N:7]=[CH:6]1)=[CH:3]Cl. (3) Given the product [CH2:1]([N:5]1[C:13]2[N:12]=[CH:11][NH:10][C:9]=2[C:8](=[O:21])[N:7]([CH2:22][CH3:23])[C:6]1=[O:24])[CH2:2][CH2:3][CH3:4], predict the reactants needed to synthesize it. The reactants are: [CH2:1]([N:5]1[C:13]2[N:12]=[CH:11][N:10](CC3C=CC=CC=3)[C:9]=2[C:8](=[O:21])[N:7]([CH2:22][CH3:23])[C:6]1=[O:24])[CH2:2][CH2:3][CH3:4]. (4) Given the product [Cl:14][C:12]1[CH:11]=[CH:10][C:7]2[C:8]3[N:24]=[C:22]([CH2:21][C:19]#[N:20])[S:23][C:2]=3[C:3]3[CH:18]=[CH:17][CH:16]=[CH:15][C:4]=3[S:5][C:6]=2[CH:13]=1, predict the reactants needed to synthesize it. The reactants are: Br[CH:2]1[C:8](=O)[C:7]2[CH:10]=[CH:11][C:12]([Cl:14])=[CH:13][C:6]=2[S:5][C:4]2[CH:15]=[CH:16][CH:17]=[CH:18][C:3]1=2.[C:19]([CH2:21][C:22]([NH2:24])=[S:23])#[N:20]. (5) Given the product [C:4]([O:3][C:1]([N:8]1[C@H:9]([C:13]([OH:15])=[O:14])[C@@H:10]([CH3:12])[O:11][C:18]1([CH3:20])[CH3:19])=[O:2])([CH3:6])([CH3:5])[CH3:7], predict the reactants needed to synthesize it. The reactants are: [C:1]([NH:8][C@H:9]([C:13]([OH:15])=[O:14])[C@@H:10]([CH3:12])[OH:11])([O:3][C:4]([CH3:7])([CH3:6])[CH3:5])=[O:2].CO[C:18](C)([CH3:20])[CH3:19].COC(OC)(C)C.C1(C)C=CC(S([O-])(=O)=O)=CC=1.[NH+]1C=CC=CC=1. (6) Given the product [CH3:1][S:2]([N:5]1[CH2:10][CH2:9][N:8]([CH2:11][C:12]2[S:28][C:15]3[N:16]=[C:17]([C:34]4[CH:39]=[C:38]5[N:40]=[CH:41][N:42]([CH2:43][O:44][CH2:45][CH2:46][Si:47]([CH3:50])([CH3:49])[CH3:48])[C:37]5=[N:36][CH:35]=4)[N:18]=[C:19]([N:20]4[CH2:25][CH2:24][O:23][CH2:22][CH2:21]4)[C:14]=3[CH:13]=2)[CH2:7][CH2:6]1)(=[O:3])=[O:4], predict the reactants needed to synthesize it. The reactants are: [CH3:1][S:2]([N:5]1[CH2:10][CH2:9][N:8]([CH2:11][C:12]2[S:28][C:15]3[N:16]=[C:17](SC)[N:18]=[C:19]([N:20]4[CH2:25][CH2:24][O:23][CH2:22][CH2:21]4)[C:14]=3[CH:13]=2)[CH2:7][CH2:6]1)(=[O:4])=[O:3].C([Sn](CCCC)(CCCC)[C:34]1[CH:35]=[N:36][C:37]2[N:42]([CH2:43][O:44][CH2:45][CH2:46][Si:47]([CH3:50])([CH3:49])[CH3:48])[CH:41]=[N:40][C:38]=2[CH:39]=1)CCC.